Dataset: CYP3A4 inhibition data for predicting drug metabolism from PubChem BioAssay. Task: Regression/Classification. Given a drug SMILES string, predict its absorption, distribution, metabolism, or excretion properties. Task type varies by dataset: regression for continuous measurements (e.g., permeability, clearance, half-life) or binary classification for categorical outcomes (e.g., BBB penetration, CYP inhibition). Dataset: cyp3a4_veith. The molecule is CC[C@@H](c1ccccc1)n1c(=O)n2n(c1=O)[C@@H]1[C@H](CC2)C(=O)[C@@H]2O[C@@H]2[C@H]1O. The result is 0 (non-inhibitor).